This data is from Retrosynthesis with 50K atom-mapped reactions and 10 reaction types from USPTO. The task is: Predict the reactants needed to synthesize the given product. (1) Given the product O=C1CCC(c2ccc3c(c2)CC(NC(=O)Nc2ccccc2)C3)=NN1, predict the reactants needed to synthesize it. The reactants are: NC1Cc2ccc(C3=NNC(=O)CC3)cc2C1.O=C=Nc1ccccc1. (2) Given the product CCOC(=O)c1ccc(OCCCC2CCN(c3nc(C(C)C)no3)CC2)nc1C, predict the reactants needed to synthesize it. The reactants are: CC(C)c1noc(N2CCC(CCCO)CC2)n1.CCOC(=O)c1ccc(O)nc1C. (3) Given the product N[C@H]1CCN(c2ccc(OCc3ccccc3)cc2)C1=O, predict the reactants needed to synthesize it. The reactants are: CC(C)(C)OC(=O)N[C@H]1CCN(c2ccc(OCc3ccccc3)cc2)C1=O. (4) Given the product O=[N+]([O-])c1cnc(N[C@H]2CC[C@H](O)CC2)nc1NC1CCCC1, predict the reactants needed to synthesize it. The reactants are: N[C@H]1CC[C@H](O)CC1.O=[N+]([O-])c1cnc(Cl)nc1NC1CCCC1.